Dataset: Full USPTO retrosynthesis dataset with 1.9M reactions from patents (1976-2016). Task: Predict the reactants needed to synthesize the given product. (1) Given the product [N:1]1[CH:6]=[CH:5][N:4]=[C:3]2[NH:7][C:8]([C:10]3[C:18]4[C:13](=[CH:14][CH:15]=[CH:16][CH:17]=4)[N:12]([CH2:19][CH2:20][CH2:21][Br:24])[CH:11]=3)=[CH:9][C:2]=12, predict the reactants needed to synthesize it. The reactants are: [N:1]1[CH:6]=[CH:5][N:4]=[C:3]2[NH:7][C:8]([C:10]3[C:18]4[C:13](=[CH:14][CH:15]=[CH:16][CH:17]=4)[N:12]([CH2:19][CH2:20][CH2:21]O)[CH:11]=3)=[CH:9][C:2]=12.C(Br)(Br)(Br)[Br:24].C1(P(C2C=CC=CC=2)C2C=CC=CC=2)C=CC=CC=1. (2) Given the product [CH3:1][C:3]1([CH3:25])[C:7](=[O:8])[O:6][CH:5]([CH2:9][CH2:10][N:11]2[CH2:12][CH2:13][N:14]([C:17]3[CH:24]=[CH:23][CH:22]=[CH:21][C:18]=3[C:19]#[N:20])[CH2:15][CH2:16]2)[CH2:4]1, predict the reactants needed to synthesize it. The reactants are: [CH2:1]([C:3]1([CH2:25]C)[C:7](=[O:8])[O:6][CH:5]([CH2:9][CH2:10][N:11]2[CH2:16][CH2:15][N:14]([C:17]3[CH:24]=[CH:23][CH:22]=[CH:21][C:18]=3[C:19]#[N:20])[CH2:13][CH2:12]2)[CH2:4]1)C.N1(C2C=CC=CC=2C#N)CCNCC1.CC1C=CC(S(OCCC2CC(C)(C)C(=O)O2)(=O)=O)=CC=1.CC1C=CC(S(OCCC2CC(CC)(CC)C(=O)O2)(=O)=O)=CC=1. (3) Given the product [OH:29][CH2:28][CH2:27][N:26]([CH2:30][CH2:31][OH:32])[C:2]1[C:19]([N+:20]([O-:22])=[O:21])=[CH:18][C:17]([N+:23]([O-:25])=[O:24])=[CH:16][C:3]=1[C:4]([NH:6][CH2:7][CH2:8][CH2:9][N:10]1[CH2:15][CH2:14][O:13][CH2:12][CH2:11]1)=[O:5], predict the reactants needed to synthesize it. The reactants are: Cl[C:2]1[C:19]([N+:20]([O-:22])=[O:21])=[CH:18][C:17]([N+:23]([O-:25])=[O:24])=[CH:16][C:3]=1[C:4]([NH:6][CH2:7][CH2:8][CH2:9][N:10]1[CH2:15][CH2:14][O:13][CH2:12][CH2:11]1)=[O:5].[NH:26]([CH2:30][CH2:31][OH:32])[CH2:27][CH2:28][OH:29].